Dataset: Retrosynthesis with 50K atom-mapped reactions and 10 reaction types from USPTO. Task: Predict the reactants needed to synthesize the given product. (1) Given the product NC1CCN(Cc2ccc(Cl)cc2)C1=O, predict the reactants needed to synthesize it. The reactants are: CC#N.O=C1C(Br)CCN1Cc1ccc(Cl)cc1. (2) Given the product CCS(=O)(=O)c1ccc(-c2cnc(N3CCOCC3)cc2Nc2c(C)c(-c3ccccn3)nc3cc(F)cc(F)c23)cc1, predict the reactants needed to synthesize it. The reactants are: CCS(=O)(=O)c1ccc(B(O)O)cc1.Cc1c(-c2ccccn2)nc2cc(F)cc(F)c2c1Nc1cc(N2CCOCC2)ncc1Br. (3) Given the product N#Cc1ccc(NC(=O)COc2cccc(C(=O)O)c2)cc1, predict the reactants needed to synthesize it. The reactants are: COC(=O)c1cccc(OCC(=O)Nc2ccc(C#N)cc2)c1. (4) Given the product O=C(c1ccc(C(F)(F)F)cc1S(=O)c1ccc(Cl)cc1)c1cnoc1C1CC1, predict the reactants needed to synthesize it. The reactants are: O=C(OO)c1cccc(Cl)c1.O=C(c1ccc(C(F)(F)F)cc1Sc1ccc(Cl)cc1)c1cnoc1C1CC1. (5) Given the product Cn1c(-c2cc(Br)ccc2F)nc2ccccc21, predict the reactants needed to synthesize it. The reactants are: CI.Fc1ccc(Br)cc1-c1nc2ccccc2[nH]1. (6) Given the product CC(C)(C)OC(=O)N1CC[C@H](OC(=O)c2ccccc2)[C@H]1COCc1ccccc1, predict the reactants needed to synthesize it. The reactants are: CC(C)(C)OC(=O)N1CC[C@@H](O)[C@H]1COCc1ccccc1.O=C(O)c1ccccc1.